This data is from Full USPTO retrosynthesis dataset with 1.9M reactions from patents (1976-2016). The task is: Predict the reactants needed to synthesize the given product. (1) Given the product [NH:1]1[CH:5]=[CH:4][N:3]=[C:2]1[CH2:6][N:7]([CH2:8][C:9]1[CH:10]=[C:11]2[C:15](=[CH:16][CH:17]=1)[CH2:14][N:13]([CH2:18][CH2:19][CH2:20][CH2:21][N:22]([CH2:23][CH2:24][CH3:25])[CH2:26][CH2:27][CH3:28])[CH2:12]2)[CH2:35][C:31]1[N:30]([CH3:29])[CH:34]=[CH:33][N:32]=1, predict the reactants needed to synthesize it. The reactants are: [NH:1]1[CH:5]=[CH:4][N:3]=[C:2]1[CH2:6][NH:7][CH2:8][C:9]1[CH:10]=[C:11]2[C:15](=[CH:16][CH:17]=1)[CH2:14][N:13]([CH2:18][CH2:19][CH2:20][CH2:21][N:22]([CH2:26][CH2:27][CH3:28])[CH2:23][CH2:24][CH3:25])[CH2:12]2.[CH3:29][N:30]1[CH:34]=[CH:33][N:32]=[C:31]1[CH:35]=O.C([BH3-])#N.[Na+].C(=O)([O-])O.[Na+]. (2) Given the product [Cl:14][CH2:2][C:3]1[N:8]=[C:7]([C:9]#[N:10])[CH:6]=[CH:5][C:4]=1[CH3:11], predict the reactants needed to synthesize it. The reactants are: O[CH2:2][C:3]1[N:8]=[C:7]([C:9]#[N:10])[CH:6]=[CH:5][C:4]=1[CH3:11].S(Cl)([Cl:14])=O. (3) Given the product [O:55]=[C:50]1[CH2:49][C:48]2[C:52](=[CH:53][CH:54]=[C:46]([C:2]3[N:6]4[N:7]=[C:8]([C:11]5[CH:31]=[CH:30][C:14]([C:15]([N:17]6[CH2:18][CH2:19][N:20]([C:23]([O:25][C:26]([CH3:28])([CH3:29])[CH3:27])=[O:24])[CH2:21][CH2:22]6)=[O:16])=[CH:13][CH:12]=5)[CH:9]=[CH:10][C:5]4=[N:4][CH:3]=3)[CH:47]=2)[NH:51]1, predict the reactants needed to synthesize it. The reactants are: Br[C:2]1[N:6]2[N:7]=[C:8]([C:11]3[CH:31]=[CH:30][C:14]([C:15]([N:17]4[CH2:22][CH2:21][N:20]([C:23]([O:25][C:26]([CH3:29])([CH3:28])[CH3:27])=[O:24])[CH2:19][CH2:18]4)=[O:16])=[CH:13][CH:12]=3)[CH:9]=[CH:10][C:5]2=[N:4][CH:3]=1.C([O-])([O-])=O.[Cs+].[Cs+].CC1(C)C(C)(C)OB([C:46]2[CH:47]=[C:48]3[C:52](=[CH:53][CH:54]=2)[NH:51][C:50](=[O:55])[CH2:49]3)O1. (4) Given the product [CH2:21]([NH:23][C:24]([C:26]1[C:34]2[C:29](=[N:30][CH:31]=[C:32]([O:1][C:2]3[CH:10]=[CH:9][CH:8]=[C:7]4[C:3]=3[CH:4]=[CH:5][NH:6]4)[N:33]=2)[NH:28][CH:27]=1)=[O:25])[CH3:22], predict the reactants needed to synthesize it. The reactants are: [OH:1][C:2]1[CH:10]=[CH:9][CH:8]=[C:7]2[C:3]=1[CH:4]=[CH:5][NH:6]2.OC1C=C2C(C=CN2)=CC=1.[CH2:21]([NH:23][C:24]([C:26]1[C:34]2[C:29](=[N:30][CH:31]=[C:32](Br)[N:33]=2)[N:28](COCC[Si](C)(C)C)[CH:27]=1)=[O:25])[CH3:22].C(NC(C1C2C(=NC=C(Br)N=2)N(COCC[Si](C)(C)C)C=1)=O)(C)C.